This data is from NCI-60 drug combinations with 297,098 pairs across 59 cell lines. The task is: Regression. Given two drug SMILES strings and cell line genomic features, predict the synergy score measuring deviation from expected non-interaction effect. (1) Drug 1: CC1=C(C=C(C=C1)C(=O)NC2=CC(=CC(=C2)C(F)(F)F)N3C=C(N=C3)C)NC4=NC=CC(=N4)C5=CN=CC=C5. Drug 2: CC=C1C(=O)NC(C(=O)OC2CC(=O)NC(C(=O)NC(CSSCCC=C2)C(=O)N1)C(C)C)C(C)C. Cell line: OVCAR-8. Synergy scores: CSS=14.9, Synergy_ZIP=3.32, Synergy_Bliss=1.21, Synergy_Loewe=-51.6, Synergy_HSA=-8.56. (2) Drug 1: C1CCC(C(C1)N)N.C(=O)(C(=O)[O-])[O-].[Pt+4]. Drug 2: C(CCl)NC(=O)N(CCCl)N=O. Cell line: SF-539. Synergy scores: CSS=20.2, Synergy_ZIP=-3.21, Synergy_Bliss=-0.147, Synergy_Loewe=1.43, Synergy_HSA=1.29. (3) Drug 1: C1=CC(=CC=C1CCCC(=O)O)N(CCCl)CCCl. Drug 2: C1CNP(=O)(OC1)N(CCCl)CCCl. Cell line: CAKI-1. Synergy scores: CSS=38.3, Synergy_ZIP=8.40, Synergy_Bliss=8.61, Synergy_Loewe=-6.71, Synergy_HSA=4.59. (4) Drug 1: C1=CC(=CC=C1CC(C(=O)O)N)N(CCCl)CCCl.Cl. Drug 2: CC1=C2C(C(=O)C3(C(CC4C(C3C(C(C2(C)C)(CC1OC(=O)C(C(C5=CC=CC=C5)NC(=O)OC(C)(C)C)O)O)OC(=O)C6=CC=CC=C6)(CO4)OC(=O)C)O)C)O. Cell line: K-562. Synergy scores: CSS=26.5, Synergy_ZIP=-2.33, Synergy_Bliss=-0.677, Synergy_Loewe=-30.2, Synergy_HSA=-3.70. (5) Drug 1: CC1CCC2CC(C(=CC=CC=CC(CC(C(=O)C(C(C(=CC(C(=O)CC(OC(=O)C3CCCCN3C(=O)C(=O)C1(O2)O)C(C)CC4CCC(C(C4)OC)OCCO)C)C)O)OC)C)C)C)OC. Drug 2: C1=NC2=C(N1)C(=S)N=CN2. Cell line: K-562. Synergy scores: CSS=41.5, Synergy_ZIP=7.05, Synergy_Bliss=9.78, Synergy_Loewe=6.44, Synergy_HSA=7.45. (6) Drug 1: C1=C(C(=O)NC(=O)N1)F. Drug 2: CN1C(=O)N2C=NC(=C2N=N1)C(=O)N. Cell line: HOP-92. Synergy scores: CSS=13.6, Synergy_ZIP=-5.06, Synergy_Bliss=-8.46, Synergy_Loewe=-7.71, Synergy_HSA=-4.46. (7) Cell line: NCI-H460. Synergy scores: CSS=68.3, Synergy_ZIP=-1.67, Synergy_Bliss=-2.56, Synergy_Loewe=-1.98, Synergy_HSA=0.163. Drug 1: CCC1=C2CN3C(=CC4=C(C3=O)COC(=O)C4(CC)O)C2=NC5=C1C=C(C=C5)O. Drug 2: CCC1=C2N=C(C=C(N2N=C1)NCC3=C[N+](=CC=C3)[O-])N4CCCCC4CCO.